Task: Predict the reactants needed to synthesize the given product.. Dataset: Full USPTO retrosynthesis dataset with 1.9M reactions from patents (1976-2016) (1) Given the product [Cl:1][C:2]1[N:7]=[C:6]([NH:8][C@H:9]2[CH2:14][CH2:13][C@H:12]([NH:15][C:16](=[O:22])[O:17][C:18]([CH3:20])([CH3:21])[CH3:19])[CH2:11][CH2:10]2)[CH:5]=[C:4]([C:23]2[C:31]3[C:26](=[N:27][CH:28]=[C:29]([O:32][CH2:33][C:34]#[CH:35])[CH:30]=3)[NH:25][CH:24]=2)[CH:3]=1, predict the reactants needed to synthesize it. The reactants are: [Cl:1][C:2]1[N:7]=[C:6]([NH:8][C@H:9]2[CH2:14][CH2:13][C@H:12]([NH:15][C:16](=[O:22])[O:17][C:18]([CH3:21])([CH3:20])[CH3:19])[CH2:11][CH2:10]2)[CH:5]=[C:4]([C:23]2[C:31]3[C:26](=[N:27][CH:28]=[C:29]([O:32][CH2:33][C:34]#[CH:35])[CH:30]=3)[N:25](S(C3C=CC=CC=3)(=O)=O)[CH:24]=2)[CH:3]=1.[OH-].[Na+]. (2) The reactants are: CS(O[CH2:6][C:7]1[CH2:11][CH:10]([C:12]2[CH:17]=[CH:16][C:15]([Cl:18])=[CH:14][CH:13]=2)[N:9]([C:19]2[CH:24]=[CH:23][C:22]([Cl:25])=[CH:21][C:20]=2[Cl:26])[N:8]=1)(=O)=O.[NH4+:27].[OH-]. Given the product [Cl:18][C:15]1[CH:16]=[CH:17][C:12]([CH:10]2[N:9]([C:19]3[CH:24]=[CH:23][C:22]([Cl:25])=[CH:21][C:20]=3[Cl:26])[N:8]=[C:7]([CH2:6][NH2:27])[CH2:11]2)=[CH:13][CH:14]=1, predict the reactants needed to synthesize it. (3) Given the product [NH2:16][C:13]1[CH:14]=[CH:15][C:10]([CH2:9][N:8]([CH2:19][C:20]2[CH:40]=[CH:39][C:23]3[NH:24][C:25]([C@@H:27]4[CH2:31][CH2:30][CH2:29][N:28]4[C:32]([O:34][C:35]([CH3:37])([CH3:38])[CH3:36])=[O:33])=[N:26][C:22]=3[CH:21]=2)[C:5]2[CH:4]=[CH:3][C:2]([F:1])=[CH:7][CH:6]=2)=[CH:11][CH:12]=1, predict the reactants needed to synthesize it. The reactants are: [F:1][C:2]1[CH:7]=[CH:6][C:5]([N:8]([CH2:19][C:20]2[CH:40]=[CH:39][C:23]3[NH:24][C:25]([C@@H:27]4[CH2:31][CH2:30][CH2:29][N:28]4[C:32]([O:34][C:35]([CH3:38])([CH3:37])[CH3:36])=[O:33])=[N:26][C:22]=3[CH:21]=2)[CH2:9][C:10]2[CH:15]=[CH:14][C:13]([N+:16]([O-])=O)=[CH:12][CH:11]=2)=[CH:4][CH:3]=1.[Bi](Cl)(Cl)Cl.[BH4-].[Na+]. (4) The reactants are: [NH2:1][C:2]1[CH:3]=[C:4]([C:14]([NH:16][C:17]2[CH:22]=[CH:21][CH:20]=[C:19]([Cl:23])[C:18]=2[CH3:24])=[O:15])[C:5]2[N:9]=[C:8]([N:10]([CH3:12])[CH3:11])[NH:7][C:6]=2[CH:13]=1.C(N(CC)C(C)C)(C)C.[Cl:34][C:35]1[CH:43]=[CH:42][CH:41]=[C:40]([F:44])[C:36]=1[C:37](Cl)=[O:38]. Given the product [Cl:34][C:35]1[CH:43]=[CH:42][CH:41]=[C:40]([F:44])[C:36]=1[C:37]([NH:1][C:2]1[CH:3]=[C:4]([C:14]([NH:16][C:17]2[CH:22]=[CH:21][CH:20]=[C:19]([Cl:23])[C:18]=2[CH3:24])=[O:15])[C:5]2[N:9]=[C:8]([N:10]([CH3:11])[CH3:12])[NH:7][C:6]=2[CH:13]=1)=[O:38], predict the reactants needed to synthesize it. (5) Given the product [OH:1][C:2]1[CH:7]=[CH:6][C:5]([C:8]2[N:14]=[C:15]3[N:20]=[CH:19][CH:18]=[CH:17][N:16]3[CH:9]=2)=[CH:4][C:3]=1[O:12][CH3:13], predict the reactants needed to synthesize it. The reactants are: [OH:1][C:2]1[CH:7]=[CH:6][C:5]([C:8](=O)[CH2:9]Br)=[CH:4][C:3]=1[O:12][CH3:13].[NH2:14][C:15]1[N:20]=[CH:19][CH:18]=[CH:17][N:16]=1. (6) Given the product [Cl:40][C:37]1[CH:38]=[CH:39][C:34]([C@H:17]([NH:16][C:2]2[C:3]3[N:11]=[CH:10][CH:9]=[C:8]([C:12]([NH2:14])=[O:13])[C:4]=3[N:5]=[CH:6][N:7]=2)[CH2:18][NH:19][CH2:32][CH3:33])=[CH:35][C:36]=1[C:41]([F:42])([F:43])[F:44], predict the reactants needed to synthesize it. The reactants are: O[C:2]1[C:3]2[N:11]=[CH:10][CH:9]=[C:8]([C:12]([NH2:14])=[O:13])[C:4]=2[N:5]=[CH:6][N:7]=1.Cl.[NH2:16][C@@H:17]([C:34]1[CH:39]=[CH:38][C:37]([Cl:40])=[C:36]([C:41]([F:44])([F:43])[F:42])[CH:35]=1)[CH2:18][N:19]([CH2:32][CH3:33])S(C1C=CC([N+]([O-])=O)=CC=1)(=O)=O.